Dataset: Forward reaction prediction with 1.9M reactions from USPTO patents (1976-2016). Task: Predict the product of the given reaction. (1) Given the reactants [N:1]([C:4]1([C:10]([O:12][CH3:13])=[O:11])[CH2:9][CH2:8][CH2:7][CH2:6][CH2:5]1)=[C:2]=[O:3].[Cl:14][C:15]1[CH:21]=[CH:20][C:18]([NH2:19])=[CH:17][C:16]=1[F:22], predict the reaction product. The product is: [Cl:14][C:15]1[CH:21]=[CH:20][C:18]([NH:19][C:2]([NH:1][C:4]2([C:10]([O:12][CH3:13])=[O:11])[CH2:9][CH2:8][CH2:7][CH2:6][CH2:5]2)=[O:3])=[CH:17][C:16]=1[F:22]. (2) Given the reactants Cl[C:2]1[CH:7]=[C:6]([CH3:8])[N:5]=[C:4]([CH:9]2[CH2:11][CH2:10]2)[C:3]=1[NH2:12].CC1(C)OB([C:19]2[CH:20]=[N:21][C:22]([C:25]([F:28])([F:27])[F:26])=[N:23][CH:24]=2)OC1(C)C.COC1C=CC=C(OC)C=1C1C=CC=CC=1P(C1CCCCC1)C1CCCCC1.C(=O)([O-])[O-].[K+].[K+], predict the reaction product. The product is: [CH:9]1([C:4]2[C:3]([NH2:12])=[C:2]([C:19]3[CH:20]=[N:21][C:22]([C:25]([F:28])([F:27])[F:26])=[N:23][CH:24]=3)[CH:7]=[C:6]([CH3:8])[N:5]=2)[CH2:11][CH2:10]1. (3) Given the reactants [CH3:1][C:2]1O[C:4](=[O:15])[C:5]2[C:11]([N+:12]([O-:14])=[O:13])=[CH:10][CH:9]=[CH:8][C:6]=2[N:7]=1.Br.[NH2:17][C@@:18]1([CH3:26])[CH2:23][CH2:22][C:21](=[O:24])[NH:20][C:19]1=[O:25].N1C=CN=C1.C1(OP(OC2C=CC=CC=2)OC2C=CC=CC=2)C=CC=CC=1, predict the reaction product. The product is: [CH3:26][C@:18]1([N:17]2[C:4](=[O:15])[C:5]3[C:6](=[CH:8][CH:9]=[CH:10][C:11]=3[N+:12]([O-:14])=[O:13])[N:7]=[C:2]2[CH3:1])[CH2:23][CH2:22][C:21](=[O:24])[NH:20][C:19]1=[O:25]. (4) Given the reactants CS[C:3](SC)=[C:4]1[C:13](=[O:14])[C:12]([CH2:16][CH2:17][CH2:18][CH3:19])([CH3:15])[C:11]2[C:6](=[CH:7][CH:8]=[CH:9][CH:10]=2)[C:5]1=[O:20].[NH2:23][C:24]1[CH:29]=[CH:28][CH:27]=[CH:26][C:25]=1[S:30]([NH2:33])(=[O:32])=[O:31], predict the reaction product. The product is: [CH2:16]([C:12]1([CH3:15])[C:11]2[C:6](=[CH:7][CH:8]=[CH:9][CH:10]=2)[C:5]([OH:20])=[C:4]([C:3]2[NH:23][C:24]3[CH:29]=[CH:28][CH:27]=[CH:26][C:25]=3[S:30](=[O:31])(=[O:32])[N:33]=2)[C:13]1=[O:14])[CH2:17][CH2:18][CH3:19]. (5) The product is: [C:3]([N:7]([CH3:32])[C:8]1[N:12]2[CH:13]=[CH:14][N:15]=[CH:16][C:11]2=[N:10][C:9]=1[C:17]1[S:18][C:19]([C:22]#[C:23][C:24]2[CH:29]=[CH:28][CH:27]=[CH:26][N:25]=2)=[CH:20][CH:21]=1)([CH3:6])([CH3:4])[CH3:5]. Given the reactants [H-].[Na+].[C:3]([NH:7][C:8]1[N:12]2[CH:13]=[CH:14][N:15]=[CH:16][C:11]2=[N:10][C:9]=1[C:17]1[S:18][C:19]([C:22]#[C:23][C:24]2[CH:29]=[CH:28][CH:27]=[CH:26][N:25]=2)=[CH:20][CH:21]=1)([CH3:6])([CH3:5])[CH3:4].CI.[C:32]([O-])([O-])=O.[Na+].[Na+], predict the reaction product. (6) Given the reactants [CH3:1][C:2]1[C:9]([N+:10]([O-:12])=[O:11])=[CH:8][CH:7]=[CH:6][C:3]=1[CH2:4]Cl.[CH3:13][N:14]1[CH2:19][CH2:18][NH:17][CH2:16][CH2:15]1.C(=O)(O)[O-].[Na+], predict the reaction product. The product is: [CH3:1][C:2]1[C:9]([N+:10]([O-:12])=[O:11])=[CH:8][CH:7]=[CH:6][C:3]=1[CH2:4][N:17]1[CH2:18][CH2:19][N:14]([CH3:13])[CH2:15][CH2:16]1. (7) Given the reactants [F:1][C:2]1[CH:27]=[C:26]([F:28])[CH:25]=[CH:24][C:3]=1[CH2:4][N:5]1[C:14]([C:15]2[CH:20]=[CH:19][C:18]([OH:21])=[CH:17][CH:16]=2)=[CH:13][C:12]2[C:7](=[CH:8][C:9]([F:22])=[CH:10][CH:11]=2)[C:6]1=[O:23].[C:29]1(B(O)O)[CH:34]=[CH:33][CH:32]=[CH:31][CH:30]=1.C(N(CC)CC)C, predict the reaction product. The product is: [F:1][C:2]1[CH:27]=[C:26]([F:28])[CH:25]=[CH:24][C:3]=1[CH2:4][N:5]1[C:14]([C:15]2[CH:16]=[CH:17][C:18]([O:21][C:29]3[CH:34]=[CH:33][CH:32]=[CH:31][CH:30]=3)=[CH:19][CH:20]=2)=[CH:13][C:12]2[C:7](=[CH:8][C:9]([F:22])=[CH:10][CH:11]=2)[C:6]1=[O:23].